This data is from Reaction yield outcomes from USPTO patents with 853,638 reactions. The task is: Predict the reaction yield, written as a fraction of the theoretical maximum amount of product (1.0 means a 100% yield; for example, 0.34 means a 34% yield). (1) The reactants are [O:1]1[CH:5]=[CH:4][C:3]([NH2:6])=[N:2]1.CCN(CC)CC.[Br:14][CH2:15][C:16](Cl)=[O:17]. The catalyst is C(Cl)Cl. The product is [Br:14][CH2:15][C:16]([NH:6][C:3]1[CH:4]=[CH:5][O:1][N:2]=1)=[O:17]. The yield is 0.810. (2) The reactants are [CH3:1][C:2]1[S:6][C:5]2=[N:7][C:8]([CH3:13])=[C:9]([C:10]([OH:12])=O)[N:4]2[CH:3]=1.[ClH:14].C(N=C=NCCCN(C)C)C.Cl.F[C:28]1[CH:42]=[CH:41][C:31]([O:32][C:33]2[CH:40]=[CH:39][C:36]([CH2:37][NH2:38])=[CH:35][CH:34]=2)=[CH:30][CH:29]=1. The catalyst is C(#N)C.CN(C)C1C=CN=CC=1. The product is [Cl:14][C:28]1[CH:42]=[CH:41][C:31]([O:32][C:33]2[CH:40]=[CH:39][C:36]([CH2:37][NH:38][C:10]([C:9]3[N:4]4[C:5]([S:6][C:2]([CH3:1])=[CH:3]4)=[N:7][C:8]=3[CH3:13])=[O:12])=[CH:35][CH:34]=2)=[CH:30][CH:29]=1. The yield is 0.590.